Task: Regression. Given a peptide amino acid sequence and an MHC pseudo amino acid sequence, predict their binding affinity value. This is MHC class II binding data.. Dataset: Peptide-MHC class II binding affinity with 134,281 pairs from IEDB The peptide sequence is KLIEDINVGFKAAVA. The MHC is DRB1_0101 with pseudo-sequence DRB1_0101. The binding affinity (normalized) is 0.786.